From a dataset of Retrosynthesis with 50K atom-mapped reactions and 10 reaction types from USPTO. Predict the reactants needed to synthesize the given product. (1) Given the product CC(=O)n1nc(Br)c(=O)[nH]c1=O, predict the reactants needed to synthesize it. The reactants are: O=c1[nH]nc(Br)c(=O)[nH]1.O=c1cn[nH]c(=O)[nH]1. (2) Given the product O=C1CC2=C(CCN(C(C(=O)C3CC3)c3ccccc3F)C2)S1, predict the reactants needed to synthesize it. The reactants are: O=C(C1CC1)C(Br)c1ccccc1F.O=C1CC2=C(CCNC2)S1. (3) Given the product COc1cccc(F)c1-c1ccccc1C, predict the reactants needed to synthesize it. The reactants are: COc1cccc(F)c1B(O)O.Cc1ccccc1Br.